Dataset: Full USPTO retrosynthesis dataset with 1.9M reactions from patents (1976-2016). Task: Predict the reactants needed to synthesize the given product. (1) Given the product [CH3:9][O:8][C:6]1[CH:5]=[CH:4][C:3]([C:10](=[O:11])[C:12]2[CH:13]=[CH:14][C:15]([O:18][CH2:19][C:20]3[N:21]=[C:22]([C:26]4[CH:27]=[CH:28][CH:29]=[CH:30][CH:31]=4)[O:23][C:24]=3[CH3:25])=[CH:16][CH:17]=2)=[C:2]([CH:7]=1)[O:1][CH:33]([CH2:39][CH2:40][CH3:41])[C:34]([OH:36])=[O:35], predict the reactants needed to synthesize it. The reactants are: [OH:1][C:2]1[CH:7]=[C:6]([O:8][CH3:9])[CH:5]=[CH:4][C:3]=1[C:10]([C:12]1[CH:17]=[CH:16][C:15]([O:18][CH2:19][C:20]2[N:21]=[C:22]([C:26]3[CH:31]=[CH:30][CH:29]=[CH:28][CH:27]=3)[O:23][C:24]=2[CH3:25])=[CH:14][CH:13]=1)=[O:11].Br[CH:33]([CH2:39][CH2:40][CH3:41])[C:34]([O:36]CC)=[O:35].C(=O)([O-])[O-].[K+].[K+].CN(C)C=O. (2) Given the product [N+:20]([C:17]1[CH:18]=[CH:19][C:14]([N:3]2[C:4]3=[N:5][CH:6]=[CH:7][CH:8]=[C:9]3[O:1][C:2]2=[O:10])=[CH:15][CH:16]=1)([O-:22])=[O:21], predict the reactants needed to synthesize it. The reactants are: [O:1]1[C:9]2[C:4](=[N:5][CH:6]=[CH:7][CH:8]=2)[NH:3][C:2]1=[O:10].[H-].[Na+].F[C:14]1[CH:19]=[CH:18][C:17]([N+:20]([O-:22])=[O:21])=[CH:16][CH:15]=1. (3) Given the product [CH2:1]([O:5][C:6]1[CH:10]=[C:9]([CH2:11][CH2:12][S:13]([NH:16][C:36](=[O:37])[O:38][CH2:39][CH2:40][O:41][CH3:42])(=[O:14])=[O:15])[N:8]([CH2:17][C:18]2[CH:23]=[CH:22][C:21]([Cl:24])=[CH:20][C:19]=2[Cl:25])[N:7]=1)[CH2:2][CH2:3][CH3:4], predict the reactants needed to synthesize it. The reactants are: [CH2:1]([O:5][C:6]1[CH:10]=[C:9]([CH2:11][CH2:12][S:13]([NH2:16])(=[O:15])=[O:14])[N:8]([CH2:17][C:18]2[CH:23]=[CH:22][C:21]([Cl:24])=[CH:20][C:19]=2[Cl:25])[N:7]=1)[CH2:2][CH2:3][CH3:4].C(N(CC)C(C)C)(C)C.Cl[C:36]([O:38][CH2:39][CH2:40][O:41][CH3:42])=[O:37].